Dataset: Ames mutagenicity test results for genotoxicity prediction. Task: Regression/Classification. Given a drug SMILES string, predict its toxicity properties. Task type varies by dataset: regression for continuous values (e.g., LD50, hERG inhibition percentage) or binary classification for toxic/non-toxic outcomes (e.g., AMES mutagenicity, cardiotoxicity, hepatotoxicity). Dataset: ames. (1) The drug is CN1CCN(c2ccc3[nH]c(-c4ccc5[nH]c(-c6ccc(O)cc6)nc5c4)nc3c2)CC1. The result is 0 (non-mutagenic). (2) The compound is Cc1ccc(C)cc1. The result is 0 (non-mutagenic).